Dataset: Full USPTO retrosynthesis dataset with 1.9M reactions from patents (1976-2016). Task: Predict the reactants needed to synthesize the given product. (1) Given the product [C:1]1([CH:7]([Cl:50])[CH2:8][CH2:9][N:22]2[CH2:27][CH2:26][CH:25]([N:28]([CH2:42][CH3:43])[C:29](=[O:41])[CH2:30][C:31]3[CH:36]=[CH:35][C:34]([S:37]([CH3:40])(=[O:38])=[O:39])=[CH:33][CH:32]=3)[CH2:24][CH2:23]2)[CH:6]=[CH:5][CH:4]=[CH:3][CH:2]=1, predict the reactants needed to synthesize it. The reactants are: [C:1]1([CH:7](O)[CH2:8][CH2:9]OS(C2C=CC(C)=CC=2)(=O)=O)[CH:6]=[CH:5][CH:4]=[CH:3][CH:2]=1.[NH:22]1[CH2:27][CH2:26][CH:25]([N:28]([CH2:42][CH3:43])[C:29](=[O:41])[CH2:30][C:31]2[CH:36]=[CH:35][C:34]([S:37]([CH3:40])(=[O:39])=[O:38])=[CH:33][CH:32]=2)[CH2:24][CH2:23]1.C(=O)([O-])[O-].[K+].[K+].[Cl:50]CCl. (2) Given the product [CH3:1][O:2][C:3]([C:4]1[S:11][C:10]([NH2:12])=[N:9][CH:5]=1)=[O:8], predict the reactants needed to synthesize it. The reactants are: [CH3:1][O:2][C:3](=[O:8])[CH:4](Cl)[CH:5]=O.[NH2:9][C:10]([NH2:12])=[S:11].C. (3) Given the product [C:7]([C:2]1([NH:1][C:9](=[O:10])[O:11][C:12]([CH3:15])([CH3:14])[CH3:13])[CH2:6][CH2:5][O:4][CH2:3]1)#[N:8], predict the reactants needed to synthesize it. The reactants are: [NH2:1][C:2]1([C:7]#[N:8])[CH2:6][CH2:5][O:4][CH2:3]1.[C:9](O[C:9]([O:11][C:12]([CH3:15])([CH3:14])[CH3:13])=[O:10])([O:11][C:12]([CH3:15])([CH3:14])[CH3:13])=[O:10]. (4) Given the product [CH:17]1([C:16]2[C:12]3[CH2:11][CH2:10][C:8]4[N:9]=[C:5]([NH:4][C:1](=[O:3])[CH3:2])[S:6][C:7]=4[C:13]=3[N:14]([CH:20]3[CH2:21][CH2:22][NH:23][CH2:24][CH2:25]3)[N:15]=2)[CH2:18][CH2:19]1, predict the reactants needed to synthesize it. The reactants are: [C:1]([NH:4][C:5]1[S:6][C:7]2[C:13]3[N:14]([CH:20]4[CH2:25][CH2:24][N:23](C(C5CCN(C(OC(C)(C)C)=O)CC5)=O)[CH2:22][CH2:21]4)[N:15]=[C:16]([CH:17]4[CH2:19][CH2:18]4)[C:12]=3[CH2:11][CH2:10][C:8]=2[N:9]=1)(=[O:3])[CH3:2].FC(F)(F)C(O)=O. (5) Given the product [CH2:4]([S:8]([O:11][C:12]1[CH:17]=[CH:16][C:15]([CH2:18][CH2:19][CH2:20][C:21]2[CH:26]=[CH:25][C:24]([CH2:27][CH2:28][C:29]([OH:31])=[O:30])=[CH:23][C:22]=2[O:33][CH2:34][C:35]2[CH:40]=[CH:39][CH:38]=[C:37]([F:41])[CH:36]=2)=[CH:14][C:13]=1[O:42][CH3:43])(=[O:9])=[O:10])[CH2:5][CH2:6][CH3:7], predict the reactants needed to synthesize it. The reactants are: O.[OH-].[Li+].[CH2:4]([S:8]([O:11][C:12]1[CH:17]=[CH:16][C:15]([CH2:18][CH2:19][CH2:20][C:21]2[CH:26]=[CH:25][C:24]([CH2:27][CH2:28][C:29]([O:31]C)=[O:30])=[CH:23][C:22]=2[O:33][CH2:34][C:35]2[CH:40]=[CH:39][CH:38]=[C:37]([F:41])[CH:36]=2)=[CH:14][C:13]=1[O:42][CH3:43])(=[O:10])=[O:9])[CH2:5][CH2:6][CH3:7].O.C(O)(=O)C. (6) Given the product [C:8]([C:12]1[CH:13]=[CH:14][C:15]([O:28][CH3:29])=[C:16]([NH:18][C:19]([NH:30][C:31]2[C:40]3[C:35](=[CH:36][CH:37]=[CH:38][CH:39]=3)[C:34]([O:41][C:42]3[CH:47]=[CH:46][N:45]=[C:44]([NH:48][C:49]4[CH:54]=[C:53]([O:55][CH2:56][CH2:57][O:58][CH2:59][CH2:60][O:61][CH2:62][CH2:63][O:64][CH3:65])[CH:52]=[C:51]([O:66][CH3:67])[CH:50]=4)[N:43]=3)=[CH:33][CH:32]=2)=[O:27])[CH:17]=1)([CH3:9])([CH3:10])[CH3:11], predict the reactants needed to synthesize it. The reactants are: CCN(CC)CC.[C:8]([C:12]1[CH:13]=[CH:14][C:15]([O:28][CH3:29])=[C:16]([NH:18][C:19](=[O:27])OC2C=CC=CC=2)[CH:17]=1)([CH3:11])([CH3:10])[CH3:9].[NH2:30][C:31]1[C:40]2[C:35](=[CH:36][CH:37]=[CH:38][CH:39]=2)[C:34]([O:41][C:42]2[CH:47]=[CH:46][N:45]=[C:44]([NH:48][C:49]3[CH:54]=[C:53]([O:55][CH2:56][CH2:57][O:58][CH2:59][CH2:60][O:61][CH2:62][CH2:63][O:64][CH3:65])[CH:52]=[C:51]([O:66][CH3:67])[CH:50]=3)[N:43]=2)=[CH:33][CH:32]=1. (7) Given the product [CH3:16][O:15][CH2:14][CH2:13][CH2:12][S:1][C:2]1[CH:7]=[CH:6][C:5]([B:8]([OH:10])[OH:9])=[CH:4][CH:3]=1, predict the reactants needed to synthesize it. The reactants are: [SH:1][C:2]1[CH:7]=[CH:6][C:5]([B:8]([OH:10])[OH:9])=[CH:4][CH:3]=1.Br[CH2:12][CH2:13][CH2:14][O:15][CH3:16].C([O-])([O-])=O.[K+].[K+].N[C@H](C(O)=O)CC1C=C2C(C=CC=C2)=CC=1.Cl.